From a dataset of Forward reaction prediction with 1.9M reactions from USPTO patents (1976-2016). Predict the product of the given reaction. (1) Given the reactants [F:1][C:2]1[CH:3]=[C:4]([CH:18]=[CH:19][CH:20]=1)[CH2:5][O:6][C:7]1[CH:12]=[CH:11][C:10]([CH2:13][CH2:14][NH2:15])=[CH:9][C:8]=1[O:16][CH3:17].C([O-])([O-])=O.[K+].[K+].[I-].[K+].[CH3:29][O:30][C:31](=[O:34])[CH2:32]Br.[ClH:35], predict the reaction product. The product is: [ClH:35].[CH3:29][O:30][C:31](=[O:34])[CH2:32][NH:15][CH2:14][CH2:13][C:10]1[CH:11]=[CH:12][C:7]([O:6][CH2:5][C:4]2[CH:18]=[CH:19][CH:20]=[C:2]([F:1])[CH:3]=2)=[C:8]([O:16][CH3:17])[CH:9]=1. (2) The product is: [CH2:1]([C:3]1[N:4]=[CH:5][C:6]([C:9]#[C:10][C:21]2[CH2:26][CH2:25][N:24]([S:27]([CH2:30][C@@:31]3([CH3:38])[NH:32][C:33](=[O:37])[NH:34][C:35]3=[O:36])(=[O:29])=[O:28])[CH2:23][CH:22]=2)=[CH:7][CH:8]=1)[CH3:2]. Given the reactants [CH2:1]([C:3]1[CH:8]=[CH:7][C:6]([C:9]#[C:10][Si](C)(C)C)=[CH:5][N:4]=1)[CH3:2].FC(F)(F)S(O[C:21]1[CH2:22][CH2:23][N:24]([S:27]([CH2:30][C@:31]2([CH3:38])[C:35](=[O:36])[NH:34][C:33](=[O:37])[NH:32]2)(=[O:29])=[O:28])[CH2:25][CH:26]=1)(=O)=O, predict the reaction product. (3) Given the reactants [BH4-].[Na+].[Br:3][C:4]1[CH:16]=[C:15]([CH3:17])[C:7]([O:8][CH2:9][C:10](OCC)=[O:11])=[C:6]([CH3:18])[CH:5]=1.O1CCCC1.C(O)C, predict the reaction product. The product is: [Br:3][C:4]1[CH:5]=[C:6]([CH3:18])[C:7]([O:8][CH2:9][CH2:10][OH:11])=[C:15]([CH3:17])[CH:16]=1.